Dataset: Reaction yield outcomes from USPTO patents with 853,638 reactions. Task: Predict the reaction yield, written as a fraction of the theoretical maximum amount of product (1.0 means a 100% yield; for example, 0.34 means a 34% yield). The reactants are [F:1][C:2]1[CH:3]=[C:4]([CH:9]2[C:17]3[O:16][C:15](=O)[NH:14][C:13](=[O:19])[C:12]=3[CH2:11][CH2:10]2)[CH:5]=[CH:6][C:7]=1[F:8].[OH-].[NH4+:21]. No catalyst specified. The product is [F:1][C:2]1[CH:3]=[C:4]([CH:9]2[C:17]3[NH:21][C:15](=[O:16])[NH:14][C:13](=[O:19])[C:12]=3[CH2:11][CH2:10]2)[CH:5]=[CH:6][C:7]=1[F:8]. The yield is 1.00.